Dataset: Reaction yield outcomes from USPTO patents with 853,638 reactions. Task: Predict the reaction yield, written as a fraction of the theoretical maximum amount of product (1.0 means a 100% yield; for example, 0.34 means a 34% yield). (1) The reactants are Cl[C:2](=[O:7])[C:3]([O:5][CH3:6])=[O:4].[NH2:8][C:9]1[CH:14]=[CH:13][C:12]([C:15]2[CH:20]=[CH:19][C:18]([O:21][C:22]([F:25])([F:24])[F:23])=[CH:17][CH:16]=2)=[CH:11][CH:10]=1.C(=O)([O-])O.[Na+]. The catalyst is ClCCl.O. The product is [F:23][C:22]([F:24])([F:25])[O:21][C:18]1[CH:17]=[CH:16][C:15]([C:12]2[CH:13]=[CH:14][C:9]([NH:8][C:2](=[O:7])[C:3]([O:5][CH3:6])=[O:4])=[CH:10][CH:11]=2)=[CH:20][CH:19]=1. The yield is 0.915. (2) The reactants are [H-].[Na+].[O:3]=[C:4]([CH2:11][CH2:12][CH3:13])[CH2:5][C:6]([O:8][CH2:9][CH3:10])=[O:7].Br[CH2:15][C:16]1[CH:21]=[CH:20][C:19]([C:22]2[C:23]([C:28]#[N:29])=[CH:24][CH:25]=[CH:26][CH:27]=2)=[C:18]([N+:30]([O-:32])=[O:31])[CH:17]=1.Cl. The catalyst is O1CCCC1. The product is [C:28]([C:23]1[CH:24]=[CH:25][CH:26]=[CH:27][C:22]=1[C:19]1[CH:20]=[CH:21][C:16]([CH2:15][CH:5]([C:4](=[O:3])[CH2:11][CH2:12][CH3:13])[C:6]([O:8][CH2:9][CH3:10])=[O:7])=[CH:17][C:18]=1[N+:30]([O-:32])=[O:31])#[N:29]. The yield is 0.820.